Dataset: Drug half-life prediction data from Obach et al.. Task: Regression/Classification. Given a drug SMILES string, predict its absorption, distribution, metabolism, or excretion properties. Task type varies by dataset: regression for continuous measurements (e.g., permeability, clearance, half-life) or binary classification for categorical outcomes (e.g., BBB penetration, CYP inhibition). For this dataset (half_life_obach), we predict log10(half-life) (log10 of half-life in hours). (1) The compound is C[C@]12C[C@H](O)[C@H]3[C@@H](CCC4=CC(=O)C=C[C@@]43C)[C@@H]1CC[C@]2(O)C(=O)CO. The log10(half-life) is 0.530. (2) The compound is C[C@@H]1C(=O)O[C@H]2C[C@@]34[C@H]5C[C@@H](C(C)(C)C)[C@]36[C@@H](OC(=O)[C@@H]6O)O[C@@]4(C(=O)O5)[C@]21O. The log10(half-life) is 0.580. (3) The compound is COCc1c(C(C)C)nc(C(C)C)c(/C=C/[C@@H](O)C[C@@H](O)CC(=O)O)c1-c1ccc(F)cc1. The log10(half-life) is 0.260. (4) The compound is C[C@H]([C@](O)(Cn1cncn1)c1ccc(F)cc1F)S(C)(=O)=O. The log10(half-life) is 1.69. (5) The molecule is C[C@H]1O[C@@H](O[C@H]2[C@@H](O)C[C@H](O[C@H]3[C@@H](O)C[C@H](O[C@H]4CC[C@]5(C)[C@H]6C[C@@H](O)[C@]7(C)[C@@H](C8=CC(=O)OC8)CC[C@]7(O)[C@@H]6CC[C@@H]5C4)O[C@@H]3C)O[C@@H]2C)C[C@H](O)[C@@H]1O. The log10(half-life) is 1.58. (6) The molecule is N#CC(CCN1CCC(C(N)=O)(N2CCCCC2)CC1)(c1ccccc1)c1ccccc1. The log10(half-life) is 0.900. (7) The drug is NC12CC3CC(CC(C3)C1)C2. The log10(half-life) is 1.20. (8) The molecule is COc1cc([C@@H]2c3cc4c(cc3[C@@H](O[C@@H]3O[C@@H]5CO[C@@H](C)O[C@H]5[C@H](O)[C@H]3O)[C@H]3COC(=O)[C@H]23)OCO4)cc(OC)c1O. The log10(half-life) is 0.760. (9) The molecule is CC1CNc2c(cccc2S(=O)(=O)N[C@@H](CCCNC(=N)N)C(=O)N2CC[C@@H](C)C[C@@H]2C(=O)O)C1. The log10(half-life) is -0.400. (10) The log10(half-life) is 0.430. The molecule is Cc1nnc2n1-c1ccc(Cl)cc1C(c1ccccc1Cl)=NC2.